Dataset: Forward reaction prediction with 1.9M reactions from USPTO patents (1976-2016). Task: Predict the product of the given reaction. Given the reactants C([O:4][CH2:5][CH:6]1[CH:11]=[CH:10][C@H:9]([NH:12][C:13]2[C:18]([N+:19]([O-])=O)=[CH:17][N:16]=[C:15]3[CH:22]=[CH:23][S:24][C:14]=23)[CH2:8][O:7]1)(=O)C, predict the reaction product. The product is: [NH2:19][C:18]1[C:13]([NH:12][C@@H:9]2[CH2:8][O:7][C@@H:6]([CH2:5][OH:4])[CH2:11][CH2:10]2)=[C:14]2[S:24][CH:23]=[CH:22][C:15]2=[N:16][CH:17]=1.